This data is from Full USPTO retrosynthesis dataset with 1.9M reactions from patents (1976-2016). The task is: Predict the reactants needed to synthesize the given product. (1) Given the product [Cl:26][C:21]1[CH:20]=[C:19]([S:16]([CH3:15])(=[O:18])=[O:17])[CH:24]=[CH:23][C:22]=1[O:3][C:4]1[CH:14]=[CH:13][CH:12]=[CH:11][C:5]=1[O:6][CH2:7][C:8]([OH:10])=[O:9], predict the reactants needed to synthesize it. The reactants are: [H-].[Na+].[OH:3][C:4]1[CH:14]=[CH:13][CH:12]=[CH:11][C:5]=1[O:6][CH2:7][C:8]([OH:10])=[O:9].[CH3:15][S:16]([C:19]1[CH:24]=[CH:23][C:22](F)=[C:21]([Cl:26])[CH:20]=1)(=[O:18])=[O:17].[OH-].[Na+]. (2) Given the product [C:28]([NH:36][NH:37][C:14]([C:13]1[N:12]=[CH:11][N:8]2[C:9](=[O:10])[N:4]([CH2:3][S:2][CH3:1])[N:5]=[N:6][C:7]=12)=[O:16])(=[O:35])[C:29]1[CH:34]=[CH:33][CH:32]=[CH:31][CH:30]=1, predict the reactants needed to synthesize it. The reactants are: [CH3:1][S:2][CH2:3][N:4]1[C:9](=[O:10])[N:8]2[CH:11]=[N:12][C:13]([C:14]([OH:16])=O)=[C:7]2[N:6]=[N:5]1.C(N=C=NCCCN(C)C)C.[C:28]([NH:36][NH2:37])(=[O:35])[C:29]1[CH:34]=[CH:33][CH:32]=[CH:31][CH:30]=1. (3) Given the product [CH:24]([NH:27][C:2]1[C:3]([CH3:23])=[N:4][C:5]2[C:10]([N:11]=1)=[C:9]([C:12]1[NH:20][C:19]3[CH:18]([CH3:21])[CH2:17][NH:16][C:15](=[O:22])[C:14]=3[CH:13]=1)[CH:8]=[CH:7][CH:6]=2)([CH3:26])[CH3:25], predict the reactants needed to synthesize it. The reactants are: F[C:2]1[C:3]([CH3:23])=[N:4][C:5]2[C:10]([N:11]=1)=[C:9]([C:12]1[NH:20][C:19]3[CH:18]([CH3:21])[CH2:17][NH:16][C:15](=[O:22])[C:14]=3[CH:13]=1)[CH:8]=[CH:7][CH:6]=2.[CH:24]([NH2:27])([CH3:26])[CH3:25].